From a dataset of Reaction yield outcomes from USPTO patents with 853,638 reactions. Predict the reaction yield, written as a fraction of the theoretical maximum amount of product (1.0 means a 100% yield; for example, 0.34 means a 34% yield). (1) The reactants are Cl[C:2]1[CH:7]=[CH:6][N:5]=[C:4]([NH:8][C:9]2[CH:14]=[CH:13][CH:12]=[C:11]([Cl:15])[CH:10]=2)[N:3]=1.C(N(C(C)C)CC)(C)C.[O:25]1[CH2:30][CH2:29][N:28]([CH2:31][CH2:32][CH2:33][NH2:34])[CH2:27][CH2:26]1. The catalyst is C1COCC1. The product is [Cl:15][C:11]1[CH:10]=[C:9]([NH:8][C:4]2[N:3]=[C:2]([NH:34][CH2:33][CH2:32][CH2:31][N:28]3[CH2:29][CH2:30][O:25][CH2:26][CH2:27]3)[CH:7]=[CH:6][N:5]=2)[CH:14]=[CH:13][CH:12]=1. The yield is 0.410. (2) The yield is 0.970. The product is [CH3:10][C:11]1[CH:16]=[CH:15][CH:14]=[C:13]([CH3:17])[C:12]=1[C:2]1[CH:9]=[CH:8][CH:7]=[C:4]([CH:5]=[O:6])[CH:3]=1. The reactants are Br[C:2]1[CH:3]=[C:4]([CH:7]=[CH:8][CH:9]=1)[CH:5]=[O:6].[CH3:10][C:11]1[CH:16]=[CH:15][CH:14]=[C:13]([CH3:17])[C:12]=1B(O)O.O. The catalyst is C(=O)([O-])[O-].[Na+].[Na+].C(O)C.C1(C)C=CC=CC=1.C(OCC)(=O)C.C1C=CC([P]([Pd]([P](C2C=CC=CC=2)(C2C=CC=CC=2)C2C=CC=CC=2)([P](C2C=CC=CC=2)(C2C=CC=CC=2)C2C=CC=CC=2)[P](C2C=CC=CC=2)(C2C=CC=CC=2)C2C=CC=CC=2)(C2C=CC=CC=2)C2C=CC=CC=2)=CC=1. (3) The reactants are [Cl:1][C:2]1[CH:7]=[CH:6][C:5]([CH2:8][N:9]2[C:14](=[O:15])[C:13]([C:16]([NH:18][CH2:19][C:20]([O:22]CC)=[O:21])=[O:17])=[C:12]([OH:25])[C:11]([C:26](OC)=[O:27])=[C:10]2[OH:30])=[C:4]([CH3:31])[CH:3]=1.ClC1C=CC(C[N:40]2[C:45](=O)[CH:44]=[C:43](O)[C:42](C(OC)=O)=[C:41]2O)=C(C)C=1.C([N:57](C(C)C)CC)(C)C.N(CC(OCC)=O)=C=O. The catalyst is C(Cl)(Cl)Cl. The yield is 0.840. The product is [Cl:1][C:2]1[CH:7]=[CH:6][C:5]([CH2:8][N:9]2[C:10]([OH:30])=[C:11]([C:26]([NH:57][C:42]3[CH:41]=[N:40][CH:45]=[CH:44][CH:43]=3)=[O:27])[C:12]([OH:25])=[C:13]([C:16]([NH:18][CH2:19][C:20]([OH:22])=[O:21])=[O:17])[C:14]2=[O:15])=[C:4]([CH3:31])[CH:3]=1. (4) The reactants are Br[C:2]1[CH:3]=[C:4]2[C:9](=[CH:10][CH:11]=1)[N:8]=[CH:7][N:6]=[C:5]2[N:12]1[CH2:17][CH2:16][CH2:15][CH2:14][CH2:13]1.B1(B2OC(C)(C)C(C)(C)O2)OC(C)(C)C(C)(C)O1.CC([O-])=O.[K+].C([O-])([O-])=O.[K+].[K+].N[C:48]1[C:53]([S:54]([N:57](C)C)(=[O:56])=[O:55])=[CH:52][C:51](Br)=[CH:50][N:49]=1. The catalyst is C1C=CC(P(C2C=CC=CC=2)[C-]2C=CC=C2)=CC=1.C1C=CC(P(C2C=CC=CC=2)[C-]2C=CC=C2)=CC=1.Cl[Pd]Cl.[Fe+2].C(Cl)Cl.O1CCOCC1. The product is [N:12]1([C:5]2[C:4]3[C:9](=[CH:10][CH:11]=[C:2]([C:51]4[CH:52]=[C:53]([S:54]([NH2:57])(=[O:56])=[O:55])[CH:48]=[N:49][CH:50]=4)[CH:3]=3)[N:8]=[CH:7][N:6]=2)[CH2:17][CH2:16][CH2:15][CH2:14][CH2:13]1. The yield is 0.280. (5) The reactants are [CH3:1][C:2]1[NH:3][C:4](=[O:26])[C:5]([CH2:11][C:12]2[CH:17]=[CH:16][C:15]([C:18]3[C:19]([C:24]#[N:25])=[CH:20][CH:21]=[CH:22][CH:23]=3)=[CH:14][CH:13]=2)=[C:6]([CH2:8][CH2:9][CH3:10])[N:7]=1.[F:27][C:28]1[CH:33]=[CH:32][C:31](B(O)O)=[CH:30][CH:29]=1.N1C=CC=CC=1.C(N(CC)CC)C. The catalyst is C(OCC)(=O)C.C([O-])(=O)C.[Cu+2].C([O-])(=O)C.ClCCl. The product is [F:27][C:28]1[CH:33]=[CH:32][C:31]([N:3]2[C:4](=[O:26])[C:5]([CH2:11][C:12]3[CH:17]=[CH:16][C:15]([C:18]4[C:19]([C:24]#[N:25])=[CH:20][CH:21]=[CH:22][CH:23]=4)=[CH:14][CH:13]=3)=[C:6]([CH2:8][CH2:9][CH3:10])[N:7]=[C:2]2[CH3:1])=[CH:30][CH:29]=1. The yield is 0.370. (6) The reactants are Br[C:2]1[CH:7]=[C:6]([CH3:8])[C:5]([CH:9]([O:19][Si:20]([C:33]([CH3:36])([CH3:35])[CH3:34])([C:27]2[CH:32]=[CH:31][CH:30]=[CH:29][CH:28]=2)[C:21]2[CH:26]=[CH:25][CH:24]=[CH:23][CH:22]=2)[C:10]2[C:15]([F:16])=[CH:14][CH:13]=[C:12]([F:17])[C:11]=2[F:18])=[CH:4][N:3]=1.C([Li])CCC.[C:42](Cl)(=[O:48])OCC(C)C.C([N:52](CC)CC)C.N. The yield is 0.700. The product is [Si:20]([O:19][CH:9]([C:10]1[C:15]([F:16])=[CH:14][CH:13]=[C:12]([F:17])[C:11]=1[F:18])[C:5]1[C:6]([CH3:8])=[CH:7][C:2]([C:42]([NH2:52])=[O:48])=[N:3][CH:4]=1)([C:33]([CH3:36])([CH3:35])[CH3:34])([C:27]1[CH:32]=[CH:31][CH:30]=[CH:29][CH:28]=1)[C:21]1[CH:26]=[CH:25][CH:24]=[CH:23][CH:22]=1. The catalyst is C1(C)C=CC=CC=1.CO.CCCCCC.